Dataset: Forward reaction prediction with 1.9M reactions from USPTO patents (1976-2016). Task: Predict the product of the given reaction. Given the reactants [N+:1]([C:4]1[CH:23]=[CH:22][C:7]2[C:8]([C:16]#[C:17][Si](C)(C)C)=[C:9]([C:11]([O:13][CH2:14][CH3:15])=[O:12])[S:10][C:6]=2[CH:5]=1)([O-:3])=[O:2].C(=O)([O-])[O-].[K+].[K+], predict the reaction product. The product is: [C:16]([C:8]1[C:7]2[CH:22]=[CH:23][C:4]([N+:1]([O-:3])=[O:2])=[CH:5][C:6]=2[S:10][C:9]=1[C:11]([O:13][CH2:14][CH3:15])=[O:12])#[CH:17].